This data is from Catalyst prediction with 721,799 reactions and 888 catalyst types from USPTO. The task is: Predict which catalyst facilitates the given reaction. (1) The catalyst class is: 187. Reactant: Br[C:2]1[S:10][C:9]2[C:8]([N:11]3[CH2:16][CH2:15][N:14]([C:17]([O:19][C:20]([CH3:23])([CH3:22])[CH3:21])=[O:18])[C:13]([CH3:25])([CH3:24])[CH2:12]3)=[N:7][CH:6]=[N:5][C:4]=2[CH:3]=1.[F:26][C:27]1([F:33])[CH2:32][CH2:31][NH:30][CH2:29][CH2:28]1.C1(C2C3C(=CC=CC=3)C=CC=2P(C2C=CC=CC=2)C2C=CC=CC=2)C2C(=CC=CC=2)C=CC=1P(C1C=CC=CC=1)C1C=CC=CC=1.C(=O)([O-])[O-].[Cs+].[Cs+]. Product: [F:26][C:27]1([F:33])[CH2:32][CH2:31][N:30]([C:2]2[S:10][C:9]3[C:8]([N:11]4[CH2:16][CH2:15][N:14]([C:17]([O:19][C:20]([CH3:23])([CH3:22])[CH3:21])=[O:18])[C:13]([CH3:25])([CH3:24])[CH2:12]4)=[N:7][CH:6]=[N:5][C:4]=3[CH:3]=2)[CH2:29][CH2:28]1. (2) Reactant: C([O:3][C:4](=[O:35])[CH2:5][C@@H:6]([N:13]1[C:21]2[CH:20]=[CH:19][N:18]=[CH:17][C:16]=2[N:15]([CH2:22][C:23]2[C:27]3[C:28]([CH3:33])=[CH:29][C:30]([CH3:32])=[CH:31][C:26]=3[S:25][N:24]=2)[C:14]1=[O:34])[C:7]1[CH:12]=[CH:11][CH:10]=[CH:9][CH:8]=1)C.[OH-].[Li+]. Product: [CH3:33][C:28]1[C:27]2[C:23]([CH2:22][N:15]3[C:16]4[CH:17]=[N:18][CH:19]=[CH:20][C:21]=4[N:13]([C@@H:6]([C:7]4[CH:8]=[CH:9][CH:10]=[CH:11][CH:12]=4)[CH2:5][C:4]([OH:35])=[O:3])[C:14]3=[O:34])=[N:24][S:25][C:26]=2[CH:31]=[C:30]([CH3:32])[CH:29]=1. The catalyst class is: 38. (3) Reactant: [O:1]1[CH2:6][CH2:5][CH2:4][CH2:3][CH:2]1[N:7]1[C:11]([C@H:12]2[CH2:16][CH2:15][CH2:14][C@@H:13]2[OH:17])=[CH:10][CH:9]=[N:8]1.[H-].[Na+].[CH2:20](Br)[C:21]1[CH:26]=[CH:25][CH:24]=[CH:23][CH:22]=1.O. Product: [CH2:20]([O:17][C@H:13]1[CH2:14][CH2:15][CH2:16][C@@H:12]1[C:11]1[N:7]([CH:2]2[CH2:3][CH2:4][CH2:5][CH2:6][O:1]2)[N:8]=[CH:9][CH:10]=1)[C:21]1[CH:26]=[CH:25][CH:24]=[CH:23][CH:22]=1. The catalyst class is: 3.